Dataset: Reaction yield outcomes from USPTO patents with 853,638 reactions. Task: Predict the reaction yield, written as a fraction of the theoretical maximum amount of product (1.0 means a 100% yield; for example, 0.34 means a 34% yield). (1) The reactants are [OH:1][C:2]([CH3:35])([CH3:34])[CH2:3][C@@:4]1([C:28]2[CH:33]=[CH:32][CH:31]=[CH:30][CH:29]=2)[O:9][C:8](=[O:10])[N:7]([C@H:11]([C:13]2[CH:18]=[CH:17][C:16](B3OC(C)(C)C(C)(C)O3)=[CH:15][CH:14]=2)[CH3:12])[CH2:6][CH2:5]1.Br[C:37]1[CH:38]=[CH:39][C:40]([C:43]2([C:48]([NH2:50])=[O:49])[CH2:47][CH2:46][CH2:45][CH2:44]2)=[N:41][CH:42]=1. No catalyst specified. The product is [OH:1][C:2]([CH3:34])([CH3:35])[CH2:3][C@@:4]1([C:28]2[CH:33]=[CH:32][CH:31]=[CH:30][CH:29]=2)[O:9][C:8](=[O:10])[N:7]([C@H:11]([C:13]2[CH:14]=[CH:15][C:16]([C:37]3[CH:38]=[CH:39][C:40]([C:43]4([C:48]([NH2:50])=[O:49])[CH2:47][CH2:46][CH2:45][CH2:44]4)=[N:41][CH:42]=3)=[CH:17][CH:18]=2)[CH3:12])[CH2:6][CH2:5]1. The yield is 0.620. (2) The reactants are [C:1]([S:4][C@@H:5]1[CH2:9][N:8]([C:10]([O:12][CH2:13][CH:14]=[CH2:15])=[O:11])[C@H:7]([C:16]([OH:18])=O)[CH2:6]1)(=[O:3])[CH3:2].[NH2:19][C:20]1[CH:21]=[C:22]([CH:29]=[CH:30][CH:31]=1)[C:23]([O:25][CH2:26][CH:27]=[CH2:28])=[O:24].C(OC1C=CC2C(=CC=CC=2)N1C(OCC)=O)C. The catalyst is C1(C)C=CC=CC=1.C(OCC)(=O)C. The product is [C:1]([S:4][C@@H:5]1[CH2:9][N:8]([C:10]([O:12][CH2:13][CH:14]=[CH2:15])=[O:11])[C@H:7]([C:16](=[O:18])[NH:19][C:20]2[CH:31]=[CH:30][CH:29]=[C:22]([C:23]([O:25][CH2:26][CH:27]=[CH2:28])=[O:24])[CH:21]=2)[CH2:6]1)(=[O:3])[CH3:2]. The yield is 1.00. (3) The reactants are [H-].[Na+].[CH:3]1([CH2:6][OH:7])[CH2:5][CH2:4]1.C[O:9][C:10]([C:12]1[CH:17]=[CH:16][C:15]([C:18]([F:21])([F:20])[F:19])=[C:14](Cl)[N:13]=1)=[O:11].Cl. The catalyst is O. The product is [CH:3]1([CH2:6][O:7][C:14]2[N:13]=[C:12]([C:10]([OH:11])=[O:9])[CH:17]=[CH:16][C:15]=2[C:18]([F:21])([F:19])[F:20])[CH2:5][CH2:4]1. The yield is 0.850. (4) The reactants are F[C:2]1[CH:7]=[C:6]([I:8])[C:5]([F:9])=[CH:4][N:3]=1.C(O)(=[O:12])C.O. No catalyst specified. The product is [F:9][C:5]1[C:6]([I:8])=[CH:7][C:2](=[O:12])[NH:3][CH:4]=1. The yield is 0.990. (5) The reactants are [CH3:1][C:2]1([CH3:17])[C:6]([CH3:8])([CH3:7])[O:5][B:4]([C:9]2[CH:10]=[CH:11][C:12]([CH2:15][NH2:16])=[N:13][CH:14]=2)[O:3]1.[CH2:18]([N:20]=[C:21]=[O:22])[CH3:19].C([O-])(O)=O.[Na+]. The catalyst is N1C=CC=CC=1. The product is [CH2:18]([NH:20][C:21]([NH:16][CH2:15][C:12]1[CH:11]=[CH:10][C:9]([B:4]2[O:3][C:2]([CH3:17])([CH3:1])[C:6]([CH3:7])([CH3:8])[O:5]2)=[CH:14][N:13]=1)=[O:22])[CH3:19]. The yield is 0.220. (6) The reactants are [F:1][C:2]1[CH:3]=[CH:4][C:5]([C:8]([O:10][CH3:11])=[O:9])=[N:6][CH:7]=1.C1C=C(Cl)C=C(C(OO)=[O:20])C=1.[O-]S([O-])(=S)=O.[Na+].[Na+].CO. The catalyst is C(Cl)(Cl)Cl. The product is [F:1][C:2]1[CH:3]=[CH:4][C:5]([C:8]([O:10][CH3:11])=[O:9])=[N+:6]([O-:20])[CH:7]=1. The yield is 0.660. (7) The reactants are [Cl:1][C:2]1[N:11]=[C:10](Cl)[C:9]2[C:4](=[CH:5][CH:6]=[C:7]([C:13]([F:16])([F:15])[F:14])[CH:8]=2)[N:3]=1.[NH2:17][CH2:18][C:19]1[CH:24]=[CH:23][C:22]([NH:25][C:26](=[O:34])[C:27]2[CH:32]=[CH:31][C:30]([Cl:33])=[CH:29][CH:28]=2)=[CH:21][CH:20]=1. No catalyst specified. The product is [Cl:33][C:30]1[CH:31]=[CH:32][C:27]([C:26]([NH:25][C:22]2[CH:23]=[CH:24][C:19]([CH2:18][NH:17][C:10]3[C:9]4[C:4](=[CH:5][CH:6]=[C:7]([C:13]([F:16])([F:15])[F:14])[CH:8]=4)[N:3]=[C:2]([Cl:1])[N:11]=3)=[CH:20][CH:21]=2)=[O:34])=[CH:28][CH:29]=1. The yield is 0.810. (8) The reactants are [CH3:1][CH:2]([C:4]1[N:8]=[C:7]([N:9]2[CH2:14][CH2:13][CH:12]([CH2:15][OH:16])[CH2:11][CH2:10]2)[O:6][N:5]=1)[CH3:3].[Br:17][C:18]1[CH:23]=[CH:22][C:21](O)=[CH:20][CH:19]=1.C1C=CC(P(C2C=CC=CC=2)C2C=CC=CC=2)=CC=1.N(C(OC(C)C)=O)=NC(OC(C)C)=O. The catalyst is C1COCC1. The product is [Br:17][C:18]1[CH:23]=[CH:22][C:21]([O:16][CH2:15][CH:12]2[CH2:13][CH2:14][N:9]([C:7]3[O:6][N:5]=[C:4]([CH:2]([CH3:1])[CH3:3])[N:8]=3)[CH2:10][CH2:11]2)=[CH:20][CH:19]=1. The yield is 0.420.